From a dataset of Full USPTO retrosynthesis dataset with 1.9M reactions from patents (1976-2016). Predict the reactants needed to synthesize the given product. Given the product [CH2:32]([O:31][P:30]([CH2:29][C:28]1[CH:38]=[CH:39][C:25]([NH:24][C:16]2[N:15]=[C:14]([NH:13][C:5]3[CH:4]=[CH:3][C:2]([N:46]4[CH2:47][CH2:48][N:43]([CH3:42])[CH2:44][CH2:45]4)=[C:10]4[C:6]=3[C:7](=[O:12])[N:8]([CH3:11])[CH2:9]4)[C:19]([C:20]([F:22])([F:21])[F:23])=[CH:18][N:17]=2)=[C:26]([O:40][CH3:41])[CH:27]=1)(=[O:37])[O:34][CH2:35][CH3:36])[CH3:33], predict the reactants needed to synthesize it. The reactants are: Br[C:2]1[CH:3]=[CH:4][C:5]([NH:13][C:14]2[C:19]([C:20]([F:23])([F:22])[F:21])=[CH:18][N:17]=[C:16]([NH:24][C:25]3[CH:39]=[CH:38][C:28]([CH2:29][P:30](=[O:37])([O:34][CH2:35][CH3:36])[O:31][CH2:32][CH3:33])=[CH:27][C:26]=3[O:40][CH3:41])[N:15]=2)=[C:6]2[C:10]=1[CH2:9][N:8]([CH3:11])[C:7]2=[O:12].[CH3:42][N:43]1[CH2:48][CH2:47][NH:46][CH2:45][CH2:44]1.